From a dataset of Forward reaction prediction with 1.9M reactions from USPTO patents (1976-2016). Predict the product of the given reaction. Given the reactants [C:1]([O:5][C:6]([N:8]1[CH2:13][CH2:12][CH:11]([NH:14][CH:15]([C:17]2[CH:22]=[CH:21][CH:20]=[CH:19][N:18]=2)[CH3:16])[CH2:10][CH2:9]1)=[O:7])([CH3:4])([CH3:3])[CH3:2].[CH3:23][C:24]1[C:25]([CH:31]=O)=[N:26][CH:27]=[C:28]([CH3:30])[CH:29]=1.[BH-](OC(C)=O)(OC(C)=O)OC(C)=O.[Na+], predict the reaction product. The product is: [C:1]([O:5][C:6]([N:8]1[CH2:13][CH2:12][CH:11]([N:14]([CH2:31][C:25]2[C:24]([CH3:23])=[CH:29][C:28]([CH3:30])=[CH:27][N:26]=2)[CH:15]([C:17]2[CH:22]=[CH:21][CH:20]=[CH:19][N:18]=2)[CH3:16])[CH2:10][CH2:9]1)=[O:7])([CH3:2])([CH3:3])[CH3:4].